From a dataset of Tyrosyl-DNA phosphodiesterase HTS with 341,365 compounds. Binary Classification. Given a drug SMILES string, predict its activity (active/inactive) in a high-throughput screening assay against a specified biological target. The compound is O(CCCn1c2nc3c(nc2c(c1N)C(OCCOC)=O)cccc3)C. The result is 0 (inactive).